Dataset: Full USPTO retrosynthesis dataset with 1.9M reactions from patents (1976-2016). Task: Predict the reactants needed to synthesize the given product. (1) Given the product [NH2:1][C:2]1[N:7]=[CH:6][C:5]([CH:8]=[O:21])=[CH:4][CH:3]=1, predict the reactants needed to synthesize it. The reactants are: [NH2:1][C:2]1[N:7]=[CH:6][C:5]([C:8]#N)=[CH:4][CH:3]=1.[H-].C([Al+]CC(C)C)C(C)C.Cl.[OH-:21].[Na+]. (2) Given the product [Cl:32][C:29]1[CH:30]=[CH:31][C:26]([C:15]2[N:16]([CH2:19][CH:20]([OH:25])[C:21]([F:24])([F:22])[F:23])[C:17](=[O:18])[N:13]([CH2:12][C:4]3[CH:3]=[C:2]([C:36]4[CH:37]=[CH:38][CH:39]=[CH:40][C:35]=4[C:34]([F:45])([F:44])[F:33])[CH:11]=[CH:10][C:5]=3[C:6]([O:8][CH3:9])=[O:7])[N:14]=2)=[CH:27][CH:28]=1, predict the reactants needed to synthesize it. The reactants are: Br[C:2]1[CH:11]=[CH:10][C:5]([C:6]([O:8][CH3:9])=[O:7])=[C:4]([CH2:12][N:13]2[C:17](=[O:18])[N:16]([CH2:19][CH:20]([OH:25])[C:21]([F:24])([F:23])[F:22])[C:15]([C:26]3[CH:31]=[CH:30][C:29]([Cl:32])=[CH:28][CH:27]=3)=[N:14]2)[CH:3]=1.[F:33][C:34]([F:45])([F:44])[C:35]1[CH:40]=[CH:39][CH:38]=[CH:37][C:36]=1B(O)O. (3) Given the product [Cl:8][C:6]1[CH:7]=[C:2]2[NH:1][C:32](=[O:34])[N:9]([C@@H:10]3[CH2:14][CH2:13][N:12]([C:15]([O:17][C:18]([CH3:21])([CH3:20])[CH3:19])=[O:16])[CH2:11]3)[C:3]2=[N:4][CH:5]=1, predict the reactants needed to synthesize it. The reactants are: [NH2:1][C:2]1[C:3]([NH:9][C@@H:10]2[CH2:14][CH2:13][N:12]([C:15]([O:17][C:18]([CH3:21])([CH3:20])[CH3:19])=[O:16])[CH2:11]2)=[N:4][CH:5]=[C:6]([Cl:8])[CH:7]=1.CCN(C(C)C)C(C)C.Cl[C:32](Cl)([O:34]C(=O)OC(Cl)(Cl)Cl)Cl. (4) Given the product [Br:5][CH2:6][C:7]([C:9]1[CH:14]=[C:13]([N+:1]([O-:4])=[O:2])[CH:12]=[CH:11][C:10]=1[OH:15])=[O:8], predict the reactants needed to synthesize it. The reactants are: [N+:1]([O-:4])(O)=[O:2].[Br:5][CH2:6][C:7]([C:9]1[CH:14]=[CH:13][CH:12]=[CH:11][C:10]=1[OH:15])=[O:8]. (5) Given the product [Cl:12][C:8]1[CH:7]=[CH:6][C:5]([OH:13])=[C:4]2[C:9]=1[CH:10]=[N:11][C:2]([NH:24][C:23]1[CH:22]=[CH:21][C:20]([N:17]3[CH2:18][CH2:19][O:14][CH2:15][CH2:16]3)=[CH:26][CH:25]=1)=[N:3]2, predict the reactants needed to synthesize it. The reactants are: Cl[C:2]1[N:11]=[CH:10][C:9]2[C:4](=[C:5]([OH:13])[CH:6]=[CH:7][C:8]=2[Cl:12])[N:3]=1.[O:14]1[CH2:19][CH2:18][N:17]([C:20]2[CH:26]=[CH:25][C:23]([NH2:24])=[CH:22][CH:21]=2)[CH2:16][CH2:15]1. (6) Given the product [NH:19]1[CH2:18][CH2:17][CH:16]([N:15]2[CH2:14][CH2:13][S:12][C:11]3[CH:29]=[CH:30][C:8]([NH:7][C:6]([C:2]4[S:1][CH:5]=[CH:4][CH:3]=4)=[NH:31])=[CH:9][C:10]2=3)[CH2:21][CH2:20]1, predict the reactants needed to synthesize it. The reactants are: [S:1]1[CH:5]=[CH:4][CH:3]=[C:2]1[C:6](=[NH:31])[NH:7][C:8]1[CH:30]=[CH:29][C:11]2[S:12][CH2:13][CH2:14][N:15]([CH:16]3[CH2:21][CH2:20][N:19](C(OC(C)(C)C)=O)[CH2:18][CH2:17]3)[C:10]=2[CH:9]=1.Cl.C(=O)([O-])[O-].[Na+].[Na+].